This data is from Full USPTO retrosynthesis dataset with 1.9M reactions from patents (1976-2016). The task is: Predict the reactants needed to synthesize the given product. (1) The reactants are: [OH:1][C:2]1[CH:3]=[C:4]2[C:8](=[CH:9][CH:10]=1)[CH2:7][C@H:6]([NH:11][S:12]([CH:15]([CH3:17])[CH3:16])(=[O:14])=[O:13])[CH2:5]2.[CH3:18][C:19]1[N:24]=[CH:23][C:22]([CH2:25]O)=[CH:21][CH:20]=1.C1(P(C2C=CC=CC=2)C2C=CC=CC=2)C=CC=CC=1.N(C(OC(C)C)=O)=NC(OC(C)C)=O.[ClH:60]. Given the product [ClH:60].[CH3:18][C:19]1[N:24]=[CH:23][C:22]([CH2:25][O:1][C:2]2[CH:3]=[C:4]3[C:8](=[CH:9][CH:10]=2)[CH2:7][C@H:6]([NH:11][S:12]([CH:15]([CH3:17])[CH3:16])(=[O:14])=[O:13])[CH2:5]3)=[CH:21][CH:20]=1, predict the reactants needed to synthesize it. (2) Given the product [C:44]([N:43]([CH2:47][CH2:48][CH2:49][O:50][CH3:51])[C:39]1[CH:38]=[C:37]([CH:42]=[CH:41][CH:40]=1)[CH2:36][O:1][CH:2]1[CH:7]([C:8]2[CH:13]=[CH:12][C:11]([O:14][CH2:15][CH2:16][CH2:17][O:18][CH2:19][C:20]3[CH:25]=[CH:24][CH:23]=[CH:22][C:21]=3[O:26][CH3:27])=[CH:10][CH:9]=2)[CH2:6][CH2:5][N:4]([C:28]([O:30][C:31]([CH3:34])([CH3:33])[CH3:32])=[O:29])[CH2:3]1)(=[O:46])[CH3:45], predict the reactants needed to synthesize it. The reactants are: [OH:1][CH:2]1[CH:7]([C:8]2[CH:13]=[CH:12][C:11]([O:14][CH2:15][CH2:16][CH2:17][O:18][CH2:19][C:20]3[CH:25]=[CH:24][CH:23]=[CH:22][C:21]=3[O:26][CH3:27])=[CH:10][CH:9]=2)[CH2:6][CH2:5][N:4]([C:28]([O:30][C:31]([CH3:34])([CH3:33])[CH3:32])=[O:29])[CH2:3]1.Cl[CH2:36][C:37]1[CH:38]=[C:39]([N:43]([CH2:47][CH2:48][CH2:49][O:50][CH3:51])[C:44](=[O:46])[CH3:45])[CH:40]=[CH:41][CH:42]=1. (3) Given the product [OH:6][C@H:7]1[CH2:11][CH2:10][N:9]([CH2:12][C@H:13]([C:29]2[CH:30]=[C:31]([CH:35]=[CH:36][CH:37]=2)[C:32]([NH2:34])=[O:33])[N:14]([CH3:28])[C:15](=[O:27])[CH2:16][C:17]2[CH:25]=[C:24]3[C:20]([CH2:21][C:22](=[O:26])[NH:23]3)=[CH:19][CH:18]=2)[CH2:8]1, predict the reactants needed to synthesize it. The reactants are: C([Si](C)(C)[O:6][C@H:7]1[CH2:11][CH2:10][N:9]([CH2:12][C@H:13]([C:29]2[CH:30]=[C:31]([CH:35]=[CH:36][CH:37]=2)[C:32]([NH2:34])=[O:33])[N:14]([CH3:28])[C:15](=[O:27])[CH2:16][C:17]2[CH:25]=[C:24]3[C:20]([CH2:21][C:22](=[O:26])[NH:23]3)=[CH:19][CH:18]=2)[CH2:8]1)(C)(C)C.